Task: Predict the reactants needed to synthesize the given product.. Dataset: Full USPTO retrosynthesis dataset with 1.9M reactions from patents (1976-2016) (1) Given the product [F:27][C:24]([F:25])([F:26])[C:31]([O-:33])=[O:32].[CH3:71][NH+:72]([CH3:76])[CH2:73][CH2:74][NH:75][C:2]1[CH:30]=[CH:29][CH:28]=[C:4]([CH2:5][N:6]2[C:10]([CH3:11])=[N:9][C:8]([C:12]3[O:16][N:15]=[C:14]([C:17]4[CH:22]=[CH:21][C:20]([O:23][C:24]([F:27])([F:26])[F:25])=[CH:19][CH:18]=4)[N:13]=3)=[N:7]2)[CH:3]=1, predict the reactants needed to synthesize it. The reactants are: Br[C:2]1[CH:3]=[C:4]([CH:28]=[CH:29][CH:30]=1)[CH2:5][N:6]1[C:10]([CH3:11])=[N:9][C:8]([C:12]2[O:16][N:15]=[C:14]([C:17]3[CH:22]=[CH:21][C:20]([O:23][C:24]([F:27])([F:26])[F:25])=[CH:19][CH:18]=3)[N:13]=2)=[N:7]1.[C:31]([O-])([O-:33])=[O:32].[Cs+].[Cs+].CC(C1C=C(C(C)C)C(C2C=CC=CC=2P(C2CCCCC2)C2CCCCC2)=C(C(C)C)C=1)C.[CH3:71][N:72]([CH3:76])[CH2:73][CH2:74][NH2:75]. (2) Given the product [CH3:17][C:16]1[N:18]=[C:19]([CH2:20][C:21]2[CH:26]=[CH:25][CH:24]=[CH:23][CH:22]=2)[N:12]2[C:13]=1[CH:14]=[N:15][C:10]([NH:9][C:6]1[CH:7]=[CH:8][C:3]([O:2][CH3:1])=[CH:4][CH:5]=1)=[N:11]2, predict the reactants needed to synthesize it. The reactants are: [CH3:1][O:2][C:3]1[CH:8]=[CH:7][C:6]([NH:9][C:10]2[N:11]=[N:12][C:13]([CH:16]([NH:18][C:19](=O)[CH2:20][C:21]3[CH:26]=[CH:25][CH:24]=[CH:23][CH:22]=3)[CH3:17])=[CH:14][N:15]=2)=[CH:5][CH:4]=1.P(Cl)(Cl)(Cl)=O. (3) The reactants are: [N:1]([C:4]1[CH:9]=[C:8]([C:10]([O:12]C)=[O:11])[CH:7]=[CH:6][C:5]=1[C:14]([O:16]C)=O)=[C:2]=[S:3].[CH3:18][O:19][C:20]1[N:25]=[C:24]([NH2:26])[CH:23]=[C:22]([O:27][CH3:28])[N:21]=1.[OH-].[Na+].Cl. Given the product [CH3:18][O:19][C:20]1[N:25]=[C:24]([N:26]2[C:14](=[O:16])[C:5]3[C:4](=[CH:9][C:8]([C:10]([OH:12])=[O:11])=[CH:7][CH:6]=3)[NH:1][C:2]2=[S:3])[CH:23]=[C:22]([O:27][CH3:28])[N:21]=1, predict the reactants needed to synthesize it. (4) Given the product [CH3:1][O:2][C:3]1[CH:4]=[C:5]2[C:10](=[CH:11][CH:12]=1)[CH:9]([CH2:13][C:14]1[CH:15]=[CH:16][C:17]([O:37][CH2:34][CH2:41][CH:33]3[CH2:32][CH2:31][CH2:30][CH2:29][NH:28]3)=[CH:18][CH:19]=1)[N:8]([CH:21]([CH3:22])[CH3:23])[CH2:7][CH2:6]2, predict the reactants needed to synthesize it. The reactants are: [CH3:1][O:2][C:3]1[CH:4]=[C:5]2[C:10](=[CH:11][CH:12]=1)[CH:9]([CH2:13][C:14]1[CH:19]=[CH:18][C:17](O)=[CH:16][CH:15]=1)[N:8]([CH:21]([CH3:23])[CH3:22])[CH2:7][CH2:6]2.Cl.ClCC[N:28]1[CH2:33][CH2:32][CH2:31][CH2:30][CH2:29]1.[C:34](=[O:37])([O-])[O-].[K+].[K+].O.[CH3:41]N(C)C=O.